Predict the product of the given reaction. From a dataset of Forward reaction prediction with 1.9M reactions from USPTO patents (1976-2016). (1) The product is: [CH3:1][C:2]1[S:3][CH:4]=[C:5]([C:7]([NH:9][C:10]2[CH:18]=[C:17]([C:33]3[CH:38]=[N:37][CH:36]=[C:35]([S:39]([NH:42][CH3:43])(=[O:40])=[O:41])[CH:34]=3)[CH:16]=[C:15]3[C:11]=2[CH:12]=[N:13][NH:14]3)=[O:8])[N:6]=1. Given the reactants [CH3:1][C:2]1[S:3][CH:4]=[C:5]([C:7]([NH:9][C:10]2[CH:18]=[C:17]([Sn](C)(C)C)[CH:16]=[C:15]3[C:11]=2[CH:12]=[N:13][N:14]3S(C2C=CC=CC=2)(=O)=O)=[O:8])[N:6]=1.Br[C:33]1[CH:34]=[C:35]([S:39]([NH:42][CH3:43])(=[O:41])=[O:40])[CH:36]=[N:37][CH:38]=1, predict the reaction product. (2) Given the reactants [CH2:1]([O:3][C:4](=[O:14])[CH2:5][NH:6][C:7]1[CH:12]=[CH:11][C:10]([CH3:13])=[CH:9][CH:8]=1)[CH3:2].[C:15](Cl)(=[O:17])[CH3:16], predict the reaction product. The product is: [CH2:1]([O:3][C:4](=[O:14])[CH2:5][N:6]([C:15](=[O:17])[CH3:16])[C:7]1[CH:8]=[CH:9][C:10]([CH3:13])=[CH:11][CH:12]=1)[CH3:2]. (3) Given the reactants [NH2:1][CH:2]1[CH2:7][CH2:6][N:5]([C:8]([C:10]2[CH:15]=[CH:14][C:13]([C:16]3[N:17]=[CH:18][C:19]4[N:20]([C:22]([C:25]5[CH:30]=[CH:29][C:28]([Cl:31])=[CH:27][CH:26]=5)=[CH:23][N:24]=4)[CH:21]=3)=[CH:12][CH:11]=2)=[O:9])[CH2:4][CH2:3]1.N1C=CC=CC=1.[F:38][C:39]([F:50])([F:49])[C:40](O[C:40](=[O:41])[C:39]([F:50])([F:49])[F:38])=[O:41], predict the reaction product. The product is: [Cl:31][C:28]1[CH:29]=[CH:30][C:25]([C:22]2[N:20]3[CH:21]=[C:16]([C:13]4[CH:12]=[CH:11][C:10]([C:8]([N:5]5[CH2:4][CH2:3][CH:2]([NH:1][C:40](=[O:41])[C:39]([F:50])([F:49])[F:38])[CH2:7][CH2:6]5)=[O:9])=[CH:15][CH:14]=4)[N:17]=[CH:18][C:19]3=[N:24][CH:23]=2)=[CH:26][CH:27]=1. (4) Given the reactants C[O:2][C:3]([C:5]1([C:9]2[CH:14]=[CH:13][C:12]([NH:15][C:16]3[N:21]=[C:20]([N:22]4[CH2:27][CH2:26][N:25]([C:28](=[O:30])[CH3:29])[CH2:24][CH2:23]4)[CH:19]=[C:18]([C:31]4[C:32]([CH3:37])=[N:33][O:34][C:35]=4[CH3:36])[N:17]=3)=[CH:11][CH:10]=2)[CH2:8][CH2:7][CH2:6]1)=[O:4].[OH-].[Li+], predict the reaction product. The product is: [C:28]([N:25]1[CH2:26][CH2:27][N:22]([C:20]2[CH:19]=[C:18]([C:31]3[C:32]([CH3:37])=[N:33][O:34][C:35]=3[CH3:36])[N:17]=[C:16]([NH:15][C:12]3[CH:11]=[CH:10][C:9]([C:5]4([C:3]([OH:4])=[O:2])[CH2:6][CH2:7][CH2:8]4)=[CH:14][CH:13]=3)[N:21]=2)[CH2:23][CH2:24]1)(=[O:30])[CH3:29]. (5) Given the reactants [CH2:1]([N:3]1[CH2:26][CH2:25][C:6]2[N:7]([CH2:15][CH:16]([C:18]3[CH:23]=[CH:22][C:21]([CH3:24])=[CH:20][CH:19]=3)O)[C:8]3[CH:9]=[CH:10][C:11]([CH3:14])=[CH:12][C:13]=3[C:5]=2[CH2:4]1)[CH3:2].S(=O)(=O)(O)O.[OH-].[K+], predict the reaction product. The product is: [CH2:1]([N:3]1[CH2:26][CH2:25][C:6]2[N:7]([CH:15]=[CH:16][C:18]3[CH:19]=[CH:20][C:21]([CH3:24])=[CH:22][CH:23]=3)[C:8]3[CH:9]=[CH:10][C:11]([CH3:14])=[CH:12][C:13]=3[C:5]=2[CH2:4]1)[CH3:2]. (6) Given the reactants C(NC(C)C)(C)C.[CH3:8][O:9][CH2:10][O:11][C:12]1[CH:17]=[C:16]([O:18][CH2:19][O:20][CH3:21])[CH:15]=[CH:14][C:13]=1[C:22]1[C:23](=[O:37])[O:24][C:25]2[C:30]([C:31]=1[CH3:32])=[CH:29][CH:28]=[C:27]([O:33][CH2:34][O:35][CH3:36])[CH:26]=2.[CH:38](OC1C=CC=CC=1)=[O:39], predict the reaction product. The product is: [CH3:8][O:9][CH2:10][O:11][C:12]1[CH:17]=[C:16]([O:18][CH2:19][O:20][CH3:21])[CH:15]=[CH:14][C:13]=1[C:22]1[C:23](=[O:37])[O:24][C:25]2[C:30]([C:31]=1[CH2:32][CH:38]=[O:39])=[CH:29][CH:28]=[C:27]([O:33][CH2:34][O:35][CH3:36])[CH:26]=2. (7) Given the reactants [C:1]([O:5][C:6]([N:8]1[CH2:13][CH2:12][CH:11]([NH:14][C:15]2[CH:16]=[C:17]([CH:25]=[C:26]([C:28]([F:31])([F:30])[F:29])[N:27]=2)[C:18]([O:20]C(C)(C)C)=[O:19])[CH2:10][CH2:9]1)=[O:7])([CH3:4])([CH3:3])[CH3:2].[OH-].[K+].Cl, predict the reaction product. The product is: [C:1]([O:5][C:6]([N:8]1[CH2:13][CH2:12][CH:11]([NH:14][C:15]2[CH:16]=[C:17]([CH:25]=[C:26]([C:28]([F:30])([F:31])[F:29])[N:27]=2)[C:18]([OH:20])=[O:19])[CH2:10][CH2:9]1)=[O:7])([CH3:4])([CH3:2])[CH3:3].